This data is from Forward reaction prediction with 1.9M reactions from USPTO patents (1976-2016). The task is: Predict the product of the given reaction. (1) Given the reactants Cl.[NH2:2][CH2:3][C@H:4]([C:6]1[CH:11]=[CH:10][C:9](OC)=[C:8]([Cl:14])[CH:7]=1)[OH:5].[K+].[Br-:16], predict the reaction product. The product is: [ClH:14].[NH2:2][CH2:3][C@H:4]([C:6]1[CH:11]=[CH:10][CH:9]=[C:8]([Br:16])[CH:7]=1)[OH:5]. (2) The product is: [Br:12][C:13]1[CH:14]=[CH:15][C:16]([F:40])=[C:17]([C@:19]23[CH2:28][O:27][C@@H:26]([CH:29]=[O:30])[CH2:25][C@H:24]2[CH2:23][S:22][C:21]([NH:31][C:32](=[O:39])[C:33]2[CH:34]=[CH:35][CH:36]=[CH:37][CH:38]=2)=[N:20]3)[CH:18]=1. Given the reactants C(N(CC)CC)C.CS(C)=O.[Br:12][C:13]1[CH:14]=[CH:15][C:16]([F:40])=[C:17]([C@:19]23[CH2:28][O:27][C@@H:26]([CH2:29][OH:30])[CH2:25][C@H:24]2[CH2:23][S:22][C:21]([NH:31][C:32](=[O:39])[C:33]2[CH:38]=[CH:37][CH:36]=[CH:35][CH:34]=2)=[N:20]3)[CH:18]=1, predict the reaction product. (3) Given the reactants [OH:1][CH2:2][CH:3]([NH:32][CH2:33][C:34]([O:36]C(C)(C)C)=[O:35])[C:4]1[CH:9]=[CH:8][C:7]([C:10]2[N:14]=[C:13]([C:15]3[CH:20]=[CH:19][C:18]([C:21]4[CH:26]=[CH:25][CH:24]=[CH:23][C:22]=4[CH3:27])=[C:17]([C:28]([F:31])([F:30])[F:29])[CH:16]=3)[O:12][N:11]=2)=[CH:6][CH:5]=1.Cl, predict the reaction product. The product is: [OH:1][CH2:2][CH:3]([NH:32][CH2:33][C:34]([OH:36])=[O:35])[C:4]1[CH:5]=[CH:6][C:7]([C:10]2[N:14]=[C:13]([C:15]3[CH:20]=[CH:19][C:18]([C:21]4[CH:26]=[CH:25][CH:24]=[CH:23][C:22]=4[CH3:27])=[C:17]([C:28]([F:29])([F:30])[F:31])[CH:16]=3)[O:12][N:11]=2)=[CH:8][CH:9]=1. (4) Given the reactants [OH:1][NH:2][C:3](=[NH:14])[C:4]1[CH:9]=[CH:8][C:7]([S:10](=[O:13])(=[O:12])[NH2:11])=[CH:6][CH:5]=1.[CH2:15]([O:17][C:18]1[CH:19]=[C:20]([C:28]2[CH:33]=[C:32]([C:34]([F:37])([F:36])[F:35])[N:31]=[C:30]([C:38](O)=O)[N:29]=2)[CH:21]=[CH:22][C:23]=1[C:24]([F:27])([F:26])[F:25])[CH3:16], predict the reaction product. The product is: [CH2:15]([O:17][C:18]1[CH:19]=[C:20]([C:28]2[CH:33]=[C:32]([C:34]([F:36])([F:37])[F:35])[N:31]=[C:30]([C:38]3[O:1][N:2]=[C:3]([C:4]4[CH:9]=[CH:8][C:7]([S:10]([NH2:11])(=[O:12])=[O:13])=[CH:6][CH:5]=4)[N:14]=3)[N:29]=2)[CH:21]=[CH:22][C:23]=1[C:24]([F:25])([F:26])[F:27])[CH3:16]. (5) Given the reactants [C:1]([O:4][CH2:5][C:6]1[N:7]=[C:8]([C:11]2[CH:16]=[CH:15][CH:14]=[C:13]([C:17]([F:20])([F:19])[F:18])[CH:12]=2)[S:9][CH:10]=1)(=[O:3])[CH3:2].[Br:21]Br.S([O-])([O-])(=O)=S.[Na+].[Na+], predict the reaction product. The product is: [C:1]([O:4][CH2:5][C:6]1[N:7]=[C:8]([C:11]2[CH:16]=[CH:15][CH:14]=[C:13]([C:17]([F:18])([F:19])[F:20])[CH:12]=2)[S:9][C:10]=1[Br:21])(=[O:3])[CH3:2]. (6) Given the reactants [Cl:1][C:2]1[CH:7]=[CH:6][C:5]([C:8]2[C:12]([C:13](O)=[O:14])=[CH:11][O:10][N:9]=2)=[CH:4][CH:3]=1.FC1C=CC(C2C(C(O)=O)=CON=2)=CC=1, predict the reaction product. The product is: [Cl:1][C:2]1[CH:3]=[CH:4][C:5]([C:8]2[C:12]([CH2:13][OH:14])=[CH:11][O:10][N:9]=2)=[CH:6][CH:7]=1. (7) Given the reactants [Si:1]([O:8][CH2:9][CH2:10][CH2:11][N:12]1[C:16]2[CH:17]=[C:18](B3OC(C)(C)C(C)(C)O3)[CH:19]=[CH:20][C:15]=2[NH:14][C:13]1=[O:30])([C:4]([CH3:7])([CH3:6])[CH3:5])([CH3:3])[CH3:2].Cl[C:32]1[C:33]2[CH:60]=[C:59]([Cl:61])[CH:58]=[CH:57][C:34]=2[N:35]([CH2:48][C:49]2[CH:54]=[CH:53][C:52]([O:55][CH3:56])=[CH:51][CH:50]=2)[C:36](=[O:47])[C@H:37]([CH2:39][C:40]2[CH:45]=[CH:44][CH:43]=[CH:42][C:41]=2[Cl:46])[N:38]=1, predict the reaction product. The product is: [Si:1]([O:8][CH2:9][CH2:10][CH2:11][N:12]1[C:16]2[CH:17]=[C:18]([C:32]3[C:33]4[CH:60]=[C:59]([Cl:61])[CH:58]=[CH:57][C:34]=4[N:35]([CH2:48][C:49]4[CH:54]=[CH:53][C:52]([O:55][CH3:56])=[CH:51][CH:50]=4)[C:36](=[O:47])[C@H:37]([CH2:39][C:40]4[CH:45]=[CH:44][CH:43]=[CH:42][C:41]=4[Cl:46])[N:38]=3)[CH:19]=[CH:20][C:15]=2[NH:14][C:13]1=[O:30])([C:4]([CH3:7])([CH3:6])[CH3:5])([CH3:3])[CH3:2].